From a dataset of NCI-60 drug combinations with 297,098 pairs across 59 cell lines. Regression. Given two drug SMILES strings and cell line genomic features, predict the synergy score measuring deviation from expected non-interaction effect. (1) Drug 1: CC(C1=C(C=CC(=C1Cl)F)Cl)OC2=C(N=CC(=C2)C3=CN(N=C3)C4CCNCC4)N. Drug 2: C1=NC2=C(N1)C(=S)N=CN2. Cell line: SW-620. Synergy scores: CSS=5.31, Synergy_ZIP=-7.74, Synergy_Bliss=-10.9, Synergy_Loewe=-10.9, Synergy_HSA=-10.6. (2) Drug 1: CC1=C2C(C(=O)C3(C(CC4C(C3C(C(C2(C)C)(CC1OC(=O)C(C(C5=CC=CC=C5)NC(=O)OC(C)(C)C)O)O)OC(=O)C6=CC=CC=C6)(CO4)OC(=O)C)OC)C)OC. Drug 2: C1=CC(=CC=C1C#N)C(C2=CC=C(C=C2)C#N)N3C=NC=N3. Cell line: 786-0. Synergy scores: CSS=50.1, Synergy_ZIP=4.55, Synergy_Bliss=3.22, Synergy_Loewe=-21.1, Synergy_HSA=4.50.